This data is from Reaction yield outcomes from USPTO patents with 853,638 reactions. The task is: Predict the reaction yield, written as a fraction of the theoretical maximum amount of product (1.0 means a 100% yield; for example, 0.34 means a 34% yield). (1) The reactants are [CH2:1]([O:8][N:9]1[C:15](=[O:16])[N:14]2[CH2:17][C@H:10]1[CH2:11][CH2:12][C@H:13]2[C:18]([O:20]C)=[O:19])[C:2]1[CH:7]=[CH:6][CH:5]=[CH:4][CH:3]=1.O.O.[OH-].[Li+]. The yield is 0.980. The catalyst is O1CCCC1. The product is [CH2:1]([O:8][N:9]1[C:15](=[O:16])[N:14]2[CH2:17][C@H:10]1[CH2:11][CH2:12][C@H:13]2[C:18]([OH:20])=[O:19])[C:2]1[CH:7]=[CH:6][CH:5]=[CH:4][CH:3]=1. (2) The reactants are [CH2:1]([O:8][C:9](=[O:18])[NH:10][C@H:11]1[CH2:16][CH2:15][C@H:14]([OH:17])[CH2:13][CH2:12]1)[C:2]1[CH:7]=[CH:6][CH:5]=[CH:4][CH:3]=1.N1C=CN=C1.[CH3:24][C:25]([Si:28](Cl)([CH3:30])[CH3:29])([CH3:27])[CH3:26].C([O-])(O)=O.[Na+]. The catalyst is CN(C=O)C. The product is [CH2:1]([O:8][C:9](=[O:18])[NH:10][C@H:11]1[CH2:16][CH2:15][C@H:14]([O:17][Si:28]([C:25]([CH3:27])([CH3:26])[CH3:24])([CH3:30])[CH3:29])[CH2:13][CH2:12]1)[C:2]1[CH:3]=[CH:4][CH:5]=[CH:6][CH:7]=1. The yield is 0.810.